This data is from Reaction yield outcomes from USPTO patents with 853,638 reactions. The task is: Predict the reaction yield, written as a fraction of the theoretical maximum amount of product (1.0 means a 100% yield; for example, 0.34 means a 34% yield). (1) The reactants are [C:1]([N:8]1[CH2:13][CH2:12][C:11](=O)[CH2:10][CH2:9]1)([O:3][C:4]([CH3:7])([CH3:6])[CH3:5])=[O:2].[CH2:15]([NH2:19])[CH:16]([CH3:18])[CH3:17].[H][H]. The catalyst is C(O)C.[Pd]. The product is [C:4]([O:3][C:1]([N:8]1[CH2:13][CH2:12][CH:11]([NH:19][CH2:15][CH:16]([CH3:18])[CH3:17])[CH2:10][CH2:9]1)=[O:2])([CH3:7])([CH3:6])[CH3:5]. The yield is 0.980. (2) The yield is 0.870. The reactants are F[C:2]1[CH:23]=[CH:22][C:5]([CH2:6][N:7]2[C:11](=[O:12])[N:10]([C:13]3[S:17][C:16]([C:18]([OH:20])=O)=[C:15]([CH3:21])[CH:14]=3)[CH:9]=[N:8]2)=CC=1.C1(CCN2C(=O)N(C3SC(C(O)=O)=C(C)C=3)C=N2)CC1.[NH2:44][CH2:45][C:46]1[CH:47]=[N:48][CH:49]=[CH:50][CH:51]=1. No catalyst specified. The product is [CH:22]1([CH2:5][CH2:6][N:7]2[C:11](=[O:12])[N:10]([C:13]3[S:17][C:16]([C:18]([NH:44][CH2:45][C:46]4[CH:47]=[N:48][CH:49]=[CH:50][CH:51]=4)=[O:20])=[C:15]([CH3:21])[CH:14]=3)[CH:9]=[N:8]2)[CH2:23][CH2:2]1.